Dataset: Catalyst prediction with 721,799 reactions and 888 catalyst types from USPTO. Task: Predict which catalyst facilitates the given reaction. (1) Reactant: [CH3:1][O:2][C:3](=[O:26])[CH2:4][C:5]1[C:14]([CH3:15])=[C:13](B2OC(C)(C)C(C)(C)O2)[C:12]2[C:7](=[CH:8][CH:9]=[C:10]([Cl:25])[CH:11]=2)[CH:6]=1.Br[C:28]1[CH:33]=[CH:32][C:31]([S:34][C:35]2[CH:40]=[CH:39][C:38]([F:41])=[CH:37][C:36]=2[F:42])=[CH:30][CH:29]=1.C(=O)(O)[O-].[Na+].O. Product: [CH3:1][O:2][C:3](=[O:26])[CH2:4][C:5]1[C:14]([CH3:15])=[C:13]([C:28]2[CH:29]=[CH:30][C:31]([S:34][C:35]3[CH:40]=[CH:39][C:38]([F:41])=[CH:37][C:36]=3[F:42])=[CH:32][CH:33]=2)[C:12]2[C:7](=[CH:8][CH:9]=[C:10]([Cl:25])[CH:11]=2)[CH:6]=1. The catalyst class is: 564. (2) Reactant: C(Cl)(=O)C(Cl)=O.CS(C)=O.[C:11]1([CH2:17][CH2:18][CH2:19][OH:20])[CH:16]=[CH:15][CH:14]=[CH:13][CH:12]=1.C(N(CC)CC)C. Product: [C:11]1([CH2:17][CH2:18][CH:19]=[O:20])[CH:16]=[CH:15][CH:14]=[CH:13][CH:12]=1. The catalyst class is: 34.